Dataset: Forward reaction prediction with 1.9M reactions from USPTO patents (1976-2016). Task: Predict the product of the given reaction. (1) Given the reactants CO.C1COCC1.O.[NH2:9][NH2:10].[CH3:11][C:12]1[CH:33]=[CH:32][C:31]([CH3:34])=[CH:30][C:13]=1[O:14][CH2:15][C:16]1[CH:21]=[CH:20][CH:19]=[CH:18][C:17]=1[C:22](=[N:27][O:28][CH3:29])[C:23](OC)=[O:24], predict the reaction product. The product is: [CH3:11][C:12]1[CH:33]=[CH:32][C:31]([CH3:34])=[CH:30][C:13]=1[O:14][CH2:15][C:16]1[CH:21]=[CH:20][CH:19]=[CH:18][C:17]=1[C:22](=[N:27][O:28][CH3:29])[C:23]([NH:9][NH2:10])=[O:24]. (2) Given the reactants [CH2:1]([O:3][C:4](=[O:21])[C:5]1[CH:10]=[C:9]([OH:11])[CH:8]=[C:7]([O:12][C:13]2[CH:18]=[CH:17][C:16]([C:19]#[N:20])=[CH:15][CH:14]=2)[CH:6]=1)[CH3:2].[C:22]([C:24]1[CH:31]=[CH:30][C:27]([CH2:28]Br)=[CH:26][CH:25]=1)#[N:23], predict the reaction product. The product is: [CH2:1]([O:3][C:4](=[O:21])[C:5]1[CH:6]=[C:7]([O:12][C:13]2[CH:18]=[CH:17][C:16]([C:19]#[N:20])=[CH:15][CH:14]=2)[CH:8]=[C:9]([O:11][CH2:28][C:27]2[CH:30]=[CH:31][C:24]([C:22]#[N:23])=[CH:25][CH:26]=2)[CH:10]=1)[CH3:2]. (3) Given the reactants [CH3:1][C:2]1([CH3:32])[CH2:11][CH:10]=[C:9]([C:12]2[S:13][C:14]([CH3:18])=[C:15]([CH3:17])[N:16]=2)[C:8]2[CH:7]=[C:6]([C:19]#[C:20][C:21]3[CH:31]=[CH:30][C:24]([C:25]([O:27]CC)=[O:26])=[CH:23][CH:22]=3)[CH:5]=[CH:4][C:3]1=2.[OH-].[Na+], predict the reaction product. The product is: [CH3:1][C:2]1([CH3:32])[CH2:11][CH:10]=[C:9]([C:12]2[S:13][C:14]([CH3:18])=[C:15]([CH3:17])[N:16]=2)[C:8]2[CH:7]=[C:6]([C:19]#[C:20][C:21]3[CH:22]=[CH:23][C:24]([C:25]([OH:27])=[O:26])=[CH:30][CH:31]=3)[CH:5]=[CH:4][C:3]1=2. (4) Given the reactants [O:1]=[C:2]1[CH2:7][CH2:6][N:5](C(OC(C)(C)C)=O)[CH2:4][CH2:3]1.[Br:15]Br, predict the reaction product. The product is: [BrH:15].[Br:15][CH:7]1[C:2](=[O:1])[CH2:3][CH2:4][NH:5][CH2:6]1. (5) Given the reactants [NH2:1][C:2]1[C:7]2[O:8][C@@H:9]([CH2:12][O:13][S:14]([C:17]3[CH:22]=[CH:21][C:20]([CH3:23])=[CH:19][CH:18]=3)(=[O:16])=[O:15])[CH2:10][O:11][C:6]=2[CH:5]=[CH:4][C:3]=1[N+:24]([O-:26])=[O:25].[CH:27](N(CC)C(C)C)(C)C.FC(F)(F)C(OC(=O)C(F)(F)F)=O.FC(F)(F)C(N)=O.S(C1C=CC(C)=CC=1)(OC)(=O)=O.C(=O)([O-])[O-].[K+].[K+], predict the reaction product. The product is: [CH3:27][NH:1][C:2]1[C:7]2[O:8][CH:9]([CH2:12][O:13][S:14]([C:17]3[CH:22]=[CH:21][C:20]([CH3:23])=[CH:19][CH:18]=3)(=[O:16])=[O:15])[CH2:10][O:11][C:6]=2[CH:5]=[CH:4][C:3]=1[N+:24]([O-:26])=[O:25]. (6) Given the reactants [CH:1]1([C:4]2[O:8][N:7]=[C:6]([CH:9]3[CH2:11][CH:10]3[C:12]3[CH:17]=[CH:16][CH:15]=[CH:14][CH:13]=3)[C:5]=2[CH2:18][O:19][CH:20]2[CH2:26][CH:25]3[N:27]([C:28]4[S:29][C:30]5[CH:36]=[C:35]([C:37]([O:39]CC)=[O:38])[CH:34]=[CH:33][C:31]=5[N:32]=4)[CH:22]([CH2:23][CH2:24]3)[CH2:21]2)[CH2:3][CH2:2]1.CO.O.[Li+].[OH-], predict the reaction product. The product is: [CH:1]1([C:4]2[O:8][N:7]=[C:6]([CH:9]3[CH2:11][CH:10]3[C:12]3[CH:17]=[CH:16][CH:15]=[CH:14][CH:13]=3)[C:5]=2[CH2:18][O:19][CH:20]2[CH2:26][CH:25]3[N:27]([C:28]4[S:29][C:30]5[CH:36]=[C:35]([C:37]([OH:39])=[O:38])[CH:34]=[CH:33][C:31]=5[N:32]=4)[CH:22]([CH2:23][CH2:24]3)[CH2:21]2)[CH2:2][CH2:3]1. (7) Given the reactants [O-:1][Mn:2](=[O:5])(=[O:4])=[O:3].[K+:6].[O-:7][S:8]([O-:11])(=[O:10])=[O:9].[Mn+2:12], predict the reaction product. The product is: [O:1]=[Mn:2]=[O:3].[O-:5][Mn:2](=[O:4])(=[O:3])=[O:1].[K+:6].[O-:10][S:8]([O-:11])(=[O:9])=[O:7].[Mn+2:12].[OH2:1]. (8) Given the reactants [CH2:1]([N:8]([CH2:21][C:22]1[CH:27]=[CH:26][CH:25]=[CH:24][CH:23]=1)[C:9]([C:11]1[C:12](=[O:20])[NH:13][CH:14]=[C:15]([C:17]([OH:19])=[O:18])[CH:16]=1)=[O:10])[C:2]1[CH:7]=[CH:6][CH:5]=[CH:4][CH:3]=1.I[CH3:29], predict the reaction product. The product is: [CH2:21]([N:8]([CH2:1][C:2]1[CH:7]=[CH:6][CH:5]=[CH:4][CH:3]=1)[C:9]([C:11]1[C:12]([O:20][CH3:29])=[N:13][CH:14]=[C:15]([C:17]([OH:19])=[O:18])[CH:16]=1)=[O:10])[C:22]1[CH:23]=[CH:24][CH:25]=[CH:26][CH:27]=1. (9) Given the reactants [CH2:1]([O:3][C:4]([C:6]1[S:10][C:9](Br)=[N:8][C:7]=1[CH2:12][N:13]([CH2:20][C:21]1[CH:26]=[CH:25][C:24]([O:27][CH3:28])=[CH:23][C:22]=1[O:29][CH3:30])[CH2:14][C:15]([O:17][CH2:18][CH3:19])=[O:16])=[O:5])[CH3:2].[CH2:44]([Sn]([CH2:44][CH2:45][CH2:46][CH3:47])([CH2:44][CH2:45][CH2:46][CH3:47])[CH2:44][CH2:45][CH2:46][CH3:47])[CH2:45][CH2:46][CH3:47].[CH3:48][N:49](C)C=O, predict the reaction product. The product is: [CH2:1]([O:3][C:4]([C:6]1[S:10][C:9]([C:44]2[CH:45]=[CH:46][CH:47]=[CH:48][N:49]=2)=[N:8][C:7]=1[CH2:12][N:13]([CH2:20][C:21]1[CH:26]=[CH:25][C:24]([O:27][CH3:28])=[CH:23][C:22]=1[O:29][CH3:30])[CH2:14][C:15]([O:17][CH2:18][CH3:19])=[O:16])=[O:5])[CH3:2]. (10) Given the reactants [Cl:1][C:2]1[CH:31]=[CH:30][CH:29]=[C:28]([C:32]([F:35])([F:34])[F:33])[C:3]=1[C:4]([N:6]1[C:14]2[C:9](=[C:10]([F:15])[CH:11]=[CH:12][CH:13]=2)[C:8]([C:16]2[CH2:21][CH2:20][C:19]([CH3:27])([C:22]([O:24][CH2:25][CH3:26])=[O:23])[CH2:18][CH:17]=2)=[N:7]1)=[O:5], predict the reaction product. The product is: [Cl:1][C:2]1[CH:31]=[CH:30][CH:29]=[C:28]([C:32]([F:33])([F:35])[F:34])[C:3]=1[C:4]([N:6]1[C:14]2[C:9](=[C:10]([F:15])[CH:11]=[CH:12][CH:13]=2)[C:8]([CH:16]2[CH2:17][CH2:18][C:19]([CH3:27])([C:22]([O:24][CH2:25][CH3:26])=[O:23])[CH2:20][CH2:21]2)=[N:7]1)=[O:5].